From a dataset of Catalyst prediction with 721,799 reactions and 888 catalyst types from USPTO. Predict which catalyst facilitates the given reaction. Reactant: C(OC([N:8]([C:26]1[CH:30]=[C:29]([CH3:31])[N:28](C(OC(C)(C)C)=O)[N:27]=1)[C:9]1[C:18]2[C:13](=[CH:14][C:15]([C:19]([OH:21])=[O:20])=[CH:16][CH:17]=2)[C:12](=[O:22])[N:11]([CH:23]([CH3:25])[CH3:24])[N:10]=1)=O)(C)(C)C. Product: [CH:23]([N:11]1[C:12](=[O:22])[C:13]2[C:18](=[CH:17][CH:16]=[C:15]([C:19]([OH:21])=[O:20])[CH:14]=2)[C:9]([NH:8][C:26]2[CH:30]=[C:29]([CH3:31])[NH:28][N:27]=2)=[N:10]1)([CH3:25])[CH3:24]. The catalyst class is: 55.